From a dataset of Reaction yield outcomes from USPTO patents with 853,638 reactions. Predict the reaction yield, written as a fraction of the theoretical maximum amount of product (1.0 means a 100% yield; for example, 0.34 means a 34% yield). (1) The reactants are [C:1]([C:3]1[CH:19]=[CH:18][C:6]([O:7][C:8]2[CH:9]=[CH:10][C:11]3[B:15]([OH:16])[O:14][CH2:13][C:12]=3[CH:17]=2)=[CH:5][C:4]=1[OH:20])#[N:2].[C:21](OC(=O)C)(=[O:23])[CH3:22].C(N(CC)CC)C.Cl. The catalyst is CN(C)C=O. The product is [C:1]([C:3]1[CH:19]=[CH:18][C:6]([O:7][C:8]2[CH:9]=[CH:10][C:11]3[B:15]([OH:16])[O:14][CH2:13][C:12]=3[CH:17]=2)=[CH:5][C:4]=1[O:20][C:21](=[O:23])[CH3:22])#[N:2]. The yield is 0.790. (2) The reactants are [C:1]([C:3]1[CH:4]=[C:5]([CH:10]=[CH:11][C:12]=1[O:13][CH:14]([CH3:16])[CH3:15])[C:6]([O:8]C)=[O:7])#[N:2].[OH-].[K+]. The catalyst is O1CCCC1. The product is [C:1]([C:3]1[CH:4]=[C:5]([CH:10]=[CH:11][C:12]=1[O:13][CH:14]([CH3:16])[CH3:15])[C:6]([OH:8])=[O:7])#[N:2]. The yield is 0.870. (3) The reactants are [Cl:1][C:2]1[N:7]=[N:6][C:5]([NH:8][C:9](=[O:19])[N:10]([CH:12]([CH3:18])[CH:13](OC)[O:14]C)[CH3:11])=[CH:4][C:3]=1[C:20]([F:23])([CH3:22])[CH3:21].O. The catalyst is C(O)(=O)C. The product is [Cl:1][C:2]1[N:7]=[N:6][C:5]([N:8]2[CH:13]([OH:14])[CH:12]([CH3:18])[N:10]([CH3:11])[C:9]2=[O:19])=[CH:4][C:3]=1[C:20]([F:23])([CH3:22])[CH3:21]. The yield is 0.840. (4) The reactants are OS([O-])=O.[Na+].[CH:6]([C:8]1[CH:17]=[CH:16][C:11]([C:12]([O:14][CH3:15])=[O:13])=[CH:10][CH:9]=1)=O.[C:18]1([NH2:25])[C:19]([NH2:24])=[CH:20][CH:21]=[CH:22][CH:23]=1. The catalyst is C(O)C. The product is [NH:24]1[C:19]2[CH:20]=[CH:21][CH:22]=[CH:23][C:18]=2[N:25]=[C:6]1[C:8]1[CH:17]=[CH:16][C:11]([C:12]([O:14][CH3:15])=[O:13])=[CH:10][CH:9]=1. The yield is 1.00. (5) The reactants are Cl[CH:2]1[CH2:7][CH2:6][CH2:5][CH2:4][CH2:3]1.[C:8]1([Mg]Br)[CH:13]=[CH:12][CH:11]=[CH:10][CH:9]=1.N1C=CN=CC=1. The catalyst is C1COCC1. The product is [CH:2]1([C:8]2[CH:13]=[CH:12][CH:11]=[CH:10][CH:9]=2)[CH2:7][CH2:6][CH2:5][CH2:4][CH2:3]1. The yield is 0.850. (6) The reactants are [NH2:1][S:2]([C:5]1[CH:10]=[CH:9][C:8]([N:11]2[C:15]([C:16]3[CH:21]=[CH:20][C:19]([Cl:22])=[CH:18][CH:17]=3)=[CH:14][C:13]([C:23](O)=[O:24])=[N:12]2)=[CH:7][CH:6]=1)(=[O:4])=[O:3].O1CCCC1.CO. The catalyst is C(OCC)(=O)C. The product is [Cl:22][C:19]1[CH:18]=[CH:17][C:16]([C:15]2[N:11]([C:8]3[CH:7]=[CH:6][C:5]([S:2]([NH2:1])(=[O:4])=[O:3])=[CH:10][CH:9]=3)[N:12]=[C:13]([CH2:23][OH:24])[CH:14]=2)=[CH:21][CH:20]=1. The yield is 0.710. (7) The reactants are [CH:1]([C:3]1[N:8]=[CH:7][C:6]([C:9]2[CH:18]=[CH:17][C:12]([C:13]([NH:15][CH3:16])=[O:14])=[CH:11][CH:10]=2)=[CH:5][CH:4]=1)=[O:2].[CH2:19]([Mg]Br)[CH3:20].C(OCC)C.CO.C(Cl)Cl. The catalyst is C1COCC1. The product is [OH:2][CH:1]([C:3]1[N:8]=[CH:7][C:6]([C:9]2[CH:18]=[CH:17][C:12]([C:13]([NH:15][CH3:16])=[O:14])=[CH:11][CH:10]=2)=[CH:5][CH:4]=1)[CH2:19][CH3:20]. The yield is 0.450. (8) The reactants are CCN(C(C)C)C(C)C.C1C=CC2N(O)N=NC=2C=1.CCN=C=NCCCN(C)C.Cl.[C:32]([O:36][C:37]([N:39]1[CH2:44][CH2:43][NH:42][CH2:41][CH2:40]1)=[O:38])([CH3:35])([CH3:34])[CH3:33].[C:45]([C:47]1[CH:48]=[C:49]([CH:53]=[CH:54][CH:55]=1)[C:50](O)=[O:51])#[N:46]. The catalyst is CN(C=O)C.O. The product is [C:32]([O:36][C:37]([N:39]1[CH2:44][CH2:43][N:42]([C:50](=[O:51])[C:49]2[CH:53]=[CH:54][CH:55]=[C:47]([C:45]#[N:46])[CH:48]=2)[CH2:41][CH2:40]1)=[O:38])([CH3:35])([CH3:33])[CH3:34]. The yield is 0.920. (9) The reactants are Cl[C:2]1[N:3]=[C:4]2[CH:12]=[CH:11][N:10]=[CH:9][C:5]2=[N:6][C:7]=1[Cl:8].CC[N:15](C(C)C)[CH:16]([CH3:18])[CH3:17].CC(N)C. The catalyst is C(Cl)Cl. The product is [Cl:8][C:7]1[N:6]=[C:5]2[CH:9]=[N:10][CH:11]=[CH:12][C:4]2=[N:3][C:2]=1[NH:15][CH:16]([CH3:18])[CH3:17]. The yield is 0.657. (10) The reactants are Br[C:2]1[CH:7]=[C:6]([F:8])[CH:5]=[CH:4][C:3]=1[O:9][C@H:10]([CH2:12][CH:13]=[CH2:14])[CH3:11].FC1C=CC([B:22]([OH:24])[OH:23])=C(O[C@H](CC=C)C)C=1. No catalyst specified. The product is [F:8][C:6]1[CH:5]=[CH:4][C:3]([O:9][C@H:10]([CH2:12][CH:13]=[CH2:14])[CH3:11])=[C:2]([B:22]([OH:24])[OH:23])[CH:7]=1. The yield is 1.00.